This data is from Full USPTO retrosynthesis dataset with 1.9M reactions from patents (1976-2016). The task is: Predict the reactants needed to synthesize the given product. Given the product [OH:1][C@@:2]1([C:9]#[C:10][C:11]2[CH:12]=[C:13]([C:17]3[N:22]=[C:21]([C:23]([NH2:32])=[O:25])[CH:20]=[C:19]([O:27][CH:28]4[CH2:31][O:30][CH2:29]4)[CH:18]=3)[CH:14]=[CH:15][CH:16]=2)[CH2:6][CH2:5][N:4]([CH3:7])[C:3]1=[O:8], predict the reactants needed to synthesize it. The reactants are: [OH:1][C@@:2]1([C:9]#[C:10][C:11]2[CH:12]=[C:13]([C:17]3[N:22]=[C:21]([C:23]([O:25]C)=O)[CH:20]=[C:19]([O:27][CH:28]4[CH2:31][O:30][CH2:29]4)[CH:18]=3)[CH:14]=[CH:15][CH:16]=2)[CH2:6][CH2:5][N:4]([CH3:7])[C:3]1=[O:8].[NH3:32].